From a dataset of Experimentally validated miRNA-target interactions with 360,000+ pairs, plus equal number of negative samples. Binary Classification. Given a miRNA mature sequence and a target amino acid sequence, predict their likelihood of interaction. (1) The miRNA is hsa-miR-941 with sequence CACCCGGCUGUGUGCACAUGUGC. The protein sequence of the target gene is MMCTAKKCGIRFQPPAIILIYESEIKGKIRQRIMPVRNFSKFSDCTRAAEQLKNNPRHKSYLEQVSLRQLEKLFSFLRGYLSGQSLAETMEQIQRETTIDPEEDLNKLDDKELAKRKSIMDELFEKNQKKKDDPNFVYDIEVEFPQDDQLQSCGWDTESADEF. Result: 1 (interaction). (2) The miRNA is hsa-miR-574-5p with sequence UGAGUGUGUGUGUGUGAGUGUGU. The protein sequence of the target gene is MEDEAVLDRGASFLKHVCDEEEVEGHHTIYIGVHVPKSYRRRRRHKRKAGHKEKKEKERISENYSDKSDVENADESSSSILKPLISPAAERIRFILGEEDDSPAPPQLFTELDELLAVDGQEMEWKETARWIKFEEKVEQGGERWSKPHVATLSLHSLFELRTCMEKGSIMLDREASSLPQLVEMIADHQIETGLLKPDLKDKVTYTLLRKHRHQTKKSNLRSLADIGKTVSSASRMFSNPDNGSPAMTHRNLTSSSLNDISDKPEKDQLKNKFMKKLPRDAEASNVLVGEVDFLDTPFI.... Result: 0 (no interaction).